From a dataset of Full USPTO retrosynthesis dataset with 1.9M reactions from patents (1976-2016). Predict the reactants needed to synthesize the given product. (1) Given the product [Cl:20][C:21]1[CH:37]=[CH:36][C:24]([O:25][C:26]2[CH:33]=[CH:32][C:31]([CH2:34][S:18][C:15]3[NH:16][CH:17]=[C:12]([CH2:11][C:4]4[C:5]5[C:10](=[CH:9][CH:8]=[CH:7][CH:6]=5)[N:2]([CH3:1])[CH:3]=4)[C:13](=[O:19])[N:14]=3)=[CH:30][C:27]=2[C:28]#[N:29])=[CH:23][C:22]=1[C:38]([F:39])([F:40])[F:41], predict the reactants needed to synthesize it. The reactants are: [CH3:1][N:2]1[C:10]2[C:5](=[CH:6][CH:7]=[CH:8][CH:9]=2)[C:4]([CH2:11][C:12]2[C:13](=[O:19])[NH:14][C:15](=[S:18])[NH:16][CH:17]=2)=[CH:3]1.[Cl:20][C:21]1[CH:37]=[CH:36][C:24]([O:25][C:26]2[CH:33]=[CH:32][C:31]([CH2:34]Cl)=[CH:30][C:27]=2[C:28]#[N:29])=[CH:23][C:22]=1[C:38]([F:41])([F:40])[F:39].CCN(C(C)C)C(C)C. (2) The reactants are: Br[C:2]1[CH:7]=[CH:6][C:5]([O:8][Si:9]([C:12]([CH3:15])([CH3:14])[CH3:13])([CH3:11])[CH3:10])=[CH:4][C:3]=1[CH2:16][C:17]([CH3:21])([CH3:20])[C:18]#[N:19].[F:22][C:23]1[CH:28]=[CH:27][C:26]([O:29][CH3:30])=[CH:25][C:24]=1B(O)O.C1(P(C2CCCCC2)C2C=CC=CC=2C2C(OC)=CC=CC=2OC)CCCCC1.C(=O)([O-])[O-].[Na+].[Na+]. Given the product [Si:9]([O:8][C:5]1[CH:6]=[CH:7][C:2]([C:24]2[CH:25]=[C:26]([O:29][CH3:30])[CH:27]=[CH:28][C:23]=2[F:22])=[C:3]([CH2:16][C:17]([CH3:21])([CH3:20])[C:18]#[N:19])[CH:4]=1)([C:12]([CH3:15])([CH3:14])[CH3:13])([CH3:11])[CH3:10], predict the reactants needed to synthesize it. (3) Given the product [CH3:11][C@H:13]1[CH2:14][C@@H:49]([OH:54])[C@H:50]([CH:28]([CH3:29])[CH3:27])[CH2:21][CH2:16]1, predict the reactants needed to synthesize it. The reactants are: CN1[C@@H]2C[C@@H](O[C:11]([CH:13]([C:16]3C=CC=C[CH:21]=3)[CH2:14]O)=O)C[C@H]1CC2.OS(O)(=O)=O.[CH3:27][CH2:28][CH2:29]C(C1(CC)C(=O)N=C([S-])NC1=O)C.[Na+].N#[N+][O-].O=O.[CH:49](Cl)([O:54]C(F)F)[C:50](F)(F)F.